This data is from NCI-60 drug combinations with 297,098 pairs across 59 cell lines. The task is: Regression. Given two drug SMILES strings and cell line genomic features, predict the synergy score measuring deviation from expected non-interaction effect. (1) Drug 1: COC1=NC(=NC2=C1N=CN2C3C(C(C(O3)CO)O)O)N. Drug 2: C1=NC(=NC(=O)N1C2C(C(C(O2)CO)O)O)N. Cell line: T-47D. Synergy scores: CSS=2.46, Synergy_ZIP=-1.81, Synergy_Bliss=-6.26, Synergy_Loewe=-8.05, Synergy_HSA=-7.90. (2) Synergy scores: CSS=39.0, Synergy_ZIP=0.503, Synergy_Bliss=1.44, Synergy_Loewe=-39.1, Synergy_HSA=1.23. Drug 2: CC(C)(C#N)C1=CC(=CC(=C1)CN2C=NC=N2)C(C)(C)C#N. Cell line: A549. Drug 1: CCC1=C2CN3C(=CC4=C(C3=O)COC(=O)C4(CC)O)C2=NC5=C1C=C(C=C5)O. (3) Drug 2: C1=C(C(=O)NC(=O)N1)N(CCCl)CCCl. Synergy scores: CSS=39.5, Synergy_ZIP=3.64, Synergy_Bliss=2.16, Synergy_Loewe=-7.68, Synergy_HSA=-0.714. Cell line: NCIH23. Drug 1: CCCS(=O)(=O)NC1=C(C(=C(C=C1)F)C(=O)C2=CNC3=C2C=C(C=N3)C4=CC=C(C=C4)Cl)F. (4) Drug 1: C1=C(C(=O)NC(=O)N1)F. Drug 2: C1=NC(=NC(=O)N1C2C(C(C(O2)CO)O)O)N. Cell line: NCI-H460. Synergy scores: CSS=43.8, Synergy_ZIP=-7.31, Synergy_Bliss=-12.0, Synergy_Loewe=-11.6, Synergy_HSA=-9.34.